This data is from Forward reaction prediction with 1.9M reactions from USPTO patents (1976-2016). The task is: Predict the product of the given reaction. (1) Given the reactants C(OC(=O)COC1C(C#CC2C=CC=C(S(CCC)(=O)=O)C=2)=CC(Cl)=CN=1)(C)(C)C.Br[C:32]1[CH:37]=[C:36]([Cl:38])[CH:35]=[CH:34][C:33]=1[O:39][CH2:40][O:41][CH3:42].[C:43]([C:45]1[CH:50]=[C:49]([S:51]([CH2:54][CH2:55][CH3:56])(=[O:53])=[O:52])[CH:48]=[CH:47][C:46]=1[CH3:57])#[CH:44], predict the reaction product. The product is: [CH2:54]([S:51]([C:49]1[CH:48]=[CH:47][C:46]([CH3:57])=[C:45]([C:43]#[C:44][C:32]2[CH:37]=[C:36]([Cl:38])[CH:35]=[CH:34][C:33]=2[O:39][CH2:40][O:41][CH3:42])[CH:50]=1)(=[O:52])=[O:53])[CH2:55][CH3:56]. (2) Given the reactants O[CH2:2][CH2:3][N:4]([S:14]([C:17]1[CH:22]=[CH:21][CH:20]=[C:19]([N+:23]([O-:25])=[O:24])[CH:18]=1)(=[O:16])=[O:15])[C:5]1[CH:13]=[CH:12][CH:11]=[CH:10][C:6]=1[C:7]([OH:9])=[O:8].O.C1(C)C=CC(S(O)(=O)=O)=CC=1.C(=O)(O)[O-].[Na+], predict the reaction product. The product is: [N+:23]([C:19]1[CH:18]=[C:17]([S:14]([N:4]2[C:5]3[CH:13]=[CH:12][CH:11]=[CH:10][C:6]=3[C:7](=[O:9])[O:8][CH2:2][CH2:3]2)(=[O:16])=[O:15])[CH:22]=[CH:21][CH:20]=1)([O-:25])=[O:24]. (3) The product is: [CH3:1][N:2]([CH3:14])[C:3]1[CH:11]=[C:10]([CH3:12])[C:6]([C:7]([NH2:17])=[O:8])=[C:5]([F:13])[CH:4]=1. Given the reactants [CH3:1][N:2]([CH3:14])[C:3]1[CH:11]=[C:10]([CH3:12])[C:6]([C:7](O)=[O:8])=[C:5]([F:13])[CH:4]=1.C(N1C=CN=C1)([N:17]1C=CN=C1)=O, predict the reaction product. (4) Given the reactants [NH2:1][C:2]1[N:7]=[C:6]([CH:8]([OH:18])[CH2:9][O:10][Si:11]([C:14]([CH3:17])([CH3:16])[CH3:15])([CH3:13])[CH3:12])[CH:5]=[CH:4][N:3]=1.[Cl:19][C:20]1[CH:25]=[C:24]([F:26])[CH:23]=[CH:22][C:21]=1O.C1(P(C2C=CC=CC=2)C2C=CC=CC=2)C=CC=CC=1.N(/C(OCC1C=CC(Cl)=CC=1)=O)=N\C(OCC1C=CC(Cl)=CC=1)=O, predict the reaction product. The product is: [Si:11]([O:10][CH2:9][CH:8]([C:6]1[CH:5]=[CH:4][N:3]=[C:2]([NH2:1])[N:7]=1)[O:18][C:21]1[CH:22]=[CH:23][C:24]([F:26])=[CH:25][C:20]=1[Cl:19])([C:14]([CH3:15])([CH3:17])[CH3:16])([CH3:13])[CH3:12]. (5) Given the reactants BrC1C=CC([C:8]2[S:12][C:11]([NH:13][C:14](=[O:16])[CH3:15])=[N:10][CH:9]=2)=CC=1.ClCCl.[CH3:35][C:30]1([CH3:36])[C:31]([CH3:34])([CH3:33])[O:32][B:28]([B:28]2[O:32][C:31]([CH3:34])([CH3:33])[C:30]([CH3:36])([CH3:35])[O:29]2)[O:29]1.[C:38]([O-])(=O)[CH3:39].[K+], predict the reaction product. The product is: [CH3:34][C:31]1([CH3:33])[C:30]([CH3:35])([CH3:36])[O:29][B:28]([C:39]2[CH:38]=[CH:33][C:31]([C:9]3[N:10]=[C:11]([NH:13][C:14](=[O:16])[CH3:15])[S:12][CH:8]=3)=[CH:30][CH:35]=2)[O:32]1. (6) Given the reactants [Br:1][C:2]1[CH:7]=[CH:6][C:5]([S:8](Cl)(=[O:10])=[O:9])=[C:4]([O:12][C:13]([F:16])([F:15])[F:14])[CH:3]=1.[CH:17]1([NH2:21])[CH2:20][CH2:19][CH2:18]1, predict the reaction product. The product is: [Br:1][C:2]1[CH:7]=[CH:6][C:5]([S:8]([NH:21][CH:17]2[CH2:20][CH2:19][CH2:18]2)(=[O:10])=[O:9])=[C:4]([O:12][C:13]([F:16])([F:15])[F:14])[CH:3]=1.